Dataset: Full USPTO retrosynthesis dataset with 1.9M reactions from patents (1976-2016). Task: Predict the reactants needed to synthesize the given product. (1) Given the product [O:1]=[C:2]1[N:6]([C:7]2[CH:20]=[CH:19][C:10]3[C:11]4[NH:12][N:13]=[CH:14][C:15]=4[CH2:16][CH2:17][CH2:18][C:9]=3[CH:8]=2)[CH2:5][C@H:4]([CH2:21][NH:22][C:23](=[S:35])[CH3:24])[O:3]1, predict the reactants needed to synthesize it. The reactants are: [O:1]=[C:2]1[N:6]([C:7]2[CH:20]=[CH:19][C:10]3[C:11]4[NH:12][N:13]=[CH:14][C:15]=4[CH2:16][CH2:17][CH2:18][C:9]=3[CH:8]=2)[CH2:5][C@H:4]([CH2:21][NH:22][C:23](=O)[CH3:24])[O:3]1.COC1C=CC(P2(SP(C3C=CC(OC)=CC=3)(=S)S2)=[S:35])=CC=1. (2) Given the product [CH3:19][O:20][C:21]1[CH:29]=[CH:28][C:24]([C:25]2[CH:11]=[C:9]([NH2:10])[N:1]([C:3]3[CH:8]=[CH:7][CH:6]=[CH:5][N:4]=3)[N:2]=2)=[CH:23][CH:22]=1, predict the reactants needed to synthesize it. The reactants are: [NH:1]([C:3]1[CH:8]=[CH:7][CH:6]=[CH:5][N:4]=1)[NH2:2].[C:9]([CH2:11]C(OC(C)(C)C)=O)#[N:10].[CH3:19][O:20][C:21]1[CH:29]=[CH:28][C:24]([C:25](Cl)=O)=[CH:23][CH:22]=1. (3) Given the product [Si:34]([O:41][CH2:42][C@H:43]1[C@H:44]([O:52][CH:53]2[CH2:58][CH2:57][CH2:56][CH2:55][O:54]2)[CH2:45][C@H:46]([OH:47])[C@@H:50]1[CH2:49]/[CH:48]=[CH:8]\[CH2:7][CH2:6][CH2:5][C:2]([OH:4])=[O:3])([C:37]([CH3:40])([CH3:39])[CH3:38])([CH3:35])[CH3:36], predict the reactants needed to synthesize it. The reactants are: [Br-].[C:2]([CH2:5][CH2:6][CH2:7][CH2:8][P+](C1C=CC=CC=1)(C1C=CC=CC=1)C1C=CC=CC=1)([OH:4])=[O:3].CC(C)([O-])C.[K+].[Si:34]([O:41][CH2:42][C@@H:43]1[C@@H:50]2[C@@H:46]([O:47][CH:48](O)[CH2:49]2)[CH2:45][C@H:44]1[O:52][CH:53]1[CH2:58][CH2:57][CH2:56][CH2:55][O:54]1)([C:37]([CH3:40])([CH3:39])[CH3:38])([CH3:36])[CH3:35]. (4) Given the product [C:16]([O:20][C:21]([N:23]1[CH2:30][CH2:29][C:26]([CH2:27][C:7]2[CH:12]=[C:11]([Cl:13])[CH:10]=[CH:9][C:8]=2[O:14][CH3:15])([OH:28])[CH2:25][CH2:24]1)=[O:22])([CH3:19])([CH3:17])[CH3:18], predict the reactants needed to synthesize it. The reactants are: C([Mg]Cl)(C)C.Br[C:7]1[CH:12]=[C:11]([Cl:13])[CH:10]=[CH:9][C:8]=1[O:14][CH3:15].[C:16]([O:20][C:21]([N:23]1[CH2:30][CH2:29][C:26]2([O:28][CH2:27]2)[CH2:25][CH2:24]1)=[O:22])([CH3:19])([CH3:18])[CH3:17].[Cl-].[NH4+]. (5) Given the product [Br:24][C:25]1[CH:26]=[CH:27][C:28]([CH2:31][CH2:32][N:33]([CH3:34])[C:15]([NH:14][C:5]2[CH:6]=[CH:7][C:8]([S:9]([CH2:12][CH3:13])(=[O:10])=[O:11])=[C:3]([C:1]#[N:2])[CH:4]=2)=[O:23])=[CH:29][CH:30]=1, predict the reactants needed to synthesize it. The reactants are: [C:1]([C:3]1[CH:4]=[C:5]([NH:14][C:15](=[O:23])OC2C=CC=CC=2)[CH:6]=[CH:7][C:8]=1[S:9]([CH2:12][CH3:13])(=[O:11])=[O:10])#[N:2].[Br:24][C:25]1[CH:30]=[CH:29][C:28]([CH2:31][CH2:32][NH:33][CH3:34])=[CH:27][CH:26]=1.C(=O)([O-])[O-].[K+].[K+].